Dataset: Forward reaction prediction with 1.9M reactions from USPTO patents (1976-2016). Task: Predict the product of the given reaction. Given the reactants [C:1]([O:5][C:6]([N:8]1[C:11]2([CH2:14][NH:13][CH2:12]2)[CH2:10][CH2:9]1)=[O:7])([CH3:4])([CH3:3])[CH3:2].[Cl:15][C:16]1[CH:21]=[C:20]([Cl:22])[CH:19]=[CH:18][C:17]=1[CH2:23][N:24]=[C:25]=[O:26], predict the reaction product. The product is: [C:1]([O:5][C:6]([N:8]1[C:11]2([CH2:12][N:13]([C:25](=[O:26])[NH:24][CH2:23][C:17]3[CH:18]=[CH:19][C:20]([Cl:22])=[CH:21][C:16]=3[Cl:15])[CH2:14]2)[CH2:10][CH2:9]1)=[O:7])([CH3:4])([CH3:2])[CH3:3].